Dataset: Forward reaction prediction with 1.9M reactions from USPTO patents (1976-2016). Task: Predict the product of the given reaction. (1) Given the reactants [H-].[H-].[H-].[H-].[Li+].[Al+3].[CH2:7]([O:14][CH:15]([CH2:21][CH:22]=[CH2:23])[C:16](OCC)=[O:17])[C:8]1[CH:13]=[CH:12][CH:11]=[CH:10][CH:9]=1, predict the reaction product. The product is: [CH2:7]([O:14][CH:15]([CH2:21][CH:22]=[CH2:23])[CH2:16][OH:17])[C:8]1[CH:13]=[CH:12][CH:11]=[CH:10][CH:9]=1. (2) Given the reactants CS/[C:3](/[NH:18][C:19]1[CH:20]=[C:21]([CH3:25])[CH:22]=[CH:23][CH:24]=1)=[C:4]1/[CH2:5][N:6]([C:11]([O:13][C:14]([CH3:17])([CH3:16])[CH3:15])=[O:12])[CH2:7][CH2:8][C:9]/1=O.O.[NH2:27][NH2:28], predict the reaction product. The product is: [C:21]1([CH3:25])[CH:22]=[CH:23][CH:24]=[C:19]([NH:18][C:3]2[C:4]3[CH2:5][N:6]([C:11]([O:13][C:14]([CH3:17])([CH3:16])[CH3:15])=[O:12])[CH2:7][CH2:8][C:9]=3[NH:28][N:27]=2)[CH:20]=1.